Dataset: Forward reaction prediction with 1.9M reactions from USPTO patents (1976-2016). Task: Predict the product of the given reaction. Given the reactants [Cl:1][C:2]1[CH:3]=[CH:4][N:5]2[CH:10]=[C:9]([CH:11](O)[CH2:12][CH3:13])[N:8]([C:15]3[CH:20]=[CH:19][CH:18]=[C:17]([F:21])[CH:16]=3)[C:7](=[O:22])[C:6]=12.C1C=CC(P([N:37]=[N+:38]=[N-:39])(C2C=CC=CC=2)=O)=CC=1.C1CCN2C(=NCCC2)CC1, predict the reaction product. The product is: [N:37]([CH:11]([C:9]1[N:8]([C:15]2[CH:20]=[CH:19][CH:18]=[C:17]([F:21])[CH:16]=2)[C:7](=[O:22])[C:6]2[N:5]([CH:4]=[CH:3][C:2]=2[Cl:1])[CH:10]=1)[CH2:12][CH3:13])=[N+:38]=[N-:39].